From a dataset of Forward reaction prediction with 1.9M reactions from USPTO patents (1976-2016). Predict the product of the given reaction. (1) Given the reactants [Br:1][C:2]1[CH:7]=[CH:6][CH:5]=[C:4](I)[CH:3]=1.[C:9]([C:11]1[CH:16]=[C:15]([CH3:17])[N:14]=[C:13]([CH3:18])[CH:12]=1)#[CH:10], predict the reaction product. The product is: [Br:1][C:2]1[CH:3]=[C:4]([C:10]#[C:9][C:11]2[CH:16]=[C:15]([CH3:17])[N:14]=[C:13]([CH3:18])[CH:12]=2)[CH:5]=[CH:6][CH:7]=1. (2) Given the reactants Cl.[CH2:2]([O:4][C:5]([CH:7]1[C:12](=[O:13])[CH2:11][CH2:10][N:9]([CH2:14][C:15]2[CH:20]=[CH:19][CH:18]=[CH:17][CH:16]=2)[CH2:8]1)=[O:6])[CH3:3].C1COCC1.N(C1C=CC=CC=1)([S:27]([C:30]([F:33])([F:32])[F:31])(=[O:29])=[O:28])[S:27]([C:30]([F:33])([F:32])[F:31])(=[O:29])=[O:28], predict the reaction product. The product is: [CH2:2]([O:4][C:5]([C:7]1[CH2:8][N:9]([CH2:14][C:15]2[CH:16]=[CH:17][CH:18]=[CH:19][CH:20]=2)[CH2:10][CH2:11][C:12]=1[O:13][S:27]([C:30]([F:33])([F:32])[F:31])(=[O:29])=[O:28])=[O:6])[CH3:3]. (3) The product is: [F:1][C:2]1[C:3]([C:16]2[CH:21]=[CH:20][CH:19]=[CH:18][CH:17]=2)=[N:4][N:5]([C:7]2[N:15]=[CH:14][CH:13]=[CH:12][C:8]=2[C:9]([NH:36][CH:28]([CH2:29][C:30]2[CH:31]=[CH:32][CH:33]=[CH:34][CH:35]=2)[CH:27]([OH:37])[C:26]([O:25][CH2:23][CH3:24])=[O:38])=[O:11])[CH:6]=1. Given the reactants [F:1][C:2]1[C:3]([C:16]2[CH:21]=[CH:20][CH:19]=[CH:18][CH:17]=2)=[N:4][N:5]([C:7]2[N:15]=[CH:14][CH:13]=[CH:12][C:8]=2[C:9]([OH:11])=O)[CH:6]=1.[Cl-].[CH2:23]([O:25][C:26](=[O:38])[CH:27]([OH:37])[CH:28]([NH3+:36])[CH2:29][C:30]1[CH:35]=[CH:34][CH:33]=[CH:32][CH:31]=1)[CH3:24], predict the reaction product. (4) Given the reactants Cl[C:2]1[NH:10][C:9]2[C:4](=[N:5][CH:6]=[CH:7][CH:8]=2)[C:3]=1[C:11]#[N:12].[CH3:13][O:14][C:15]([C@@H:17]1[CH2:21][CH2:20][CH2:19][NH:18]1)=[O:16], predict the reaction product. The product is: [CH3:13][O:14][C:15]([C@@H:17]1[CH2:21][CH2:20][CH2:19][N:18]1[C:2]1[NH:10][C:9]2[C:4](=[N:5][CH:6]=[CH:7][CH:8]=2)[C:3]=1[C:11]#[N:12])=[O:16]. (5) Given the reactants [CH2:1]([N:8]1[CH2:13][CH2:12][C:11]([C:15]2[CH:20]=[CH:19][CH:18]=[CH:17][C:16]=2[CH2:21][OH:22])(O)[CH2:10][CH2:9]1)[C:2]1[CH:7]=[CH:6][CH:5]=[CH:4][CH:3]=1.C(N(CC)CC)C.CS(Cl)(=O)=O.O, predict the reaction product. The product is: [CH2:1]([N:8]1[CH2:13][CH2:12][C:11]2([C:15]3[CH:20]=[CH:19][CH:18]=[CH:17][C:16]=3[CH2:21][O:22]2)[CH2:10][CH2:9]1)[C:2]1[CH:3]=[CH:4][CH:5]=[CH:6][CH:7]=1. (6) Given the reactants Cl.NO.C([N:6]([CH2:9][CH3:10])CC)C.[Br:11][C:12]1[C:19]([O:20][CH3:21])=[C:18]([O:22][CH3:23])[CH:17]=[CH:16]C=1C=O.CS(Cl)(=O)=O, predict the reaction product. The product is: [Br:11][C:12]1[C:19]([O:20][CH3:21])=[C:18]([O:22][CH3:23])[CH:17]=[CH:16][C:10]=1[C:9]#[N:6]. (7) Given the reactants [H-].[Na+].[F:3][C:4]1[CH:14]=[CH:13][C:7]2[N:8]([CH3:12])[C:9](=[O:11])[NH:10][C:6]=2[CH:5]=1.I[CH3:16].O, predict the reaction product. The product is: [F:3][C:4]1[CH:14]=[CH:13][C:7]2[N:8]([CH3:12])[C:9](=[O:11])[N:10]([CH3:16])[C:6]=2[CH:5]=1. (8) The product is: [OH:19][C@H:17]([CH3:18])[CH2:14][CH2:13]/[CH:12]=[CH:11]/[C:10]([O:15][C:7]([CH3:6])([CH3:8])[CH3:9])=[O:16]. Given the reactants [CH3:6][CH:7]([CH2:9][AlH][CH2:6][CH:7]([CH3:9])[CH3:8])[CH3:8].[C:10]1(=[O:16])[O:15][C@H:13]([CH3:14])[CH2:12][CH2:11]1.[C:17](OCC)(=[O:19])[CH3:18], predict the reaction product.